Dataset: NCI-60 drug combinations with 297,098 pairs across 59 cell lines. Task: Regression. Given two drug SMILES strings and cell line genomic features, predict the synergy score measuring deviation from expected non-interaction effect. (1) Drug 1: CC1=CC=C(C=C1)C2=CC(=NN2C3=CC=C(C=C3)S(=O)(=O)N)C(F)(F)F. Drug 2: C(CCl)NC(=O)N(CCCl)N=O. Cell line: NCI-H522. Synergy scores: CSS=9.07, Synergy_ZIP=-2.88, Synergy_Bliss=-0.879, Synergy_Loewe=-1.09, Synergy_HSA=-1.12. (2) Drug 1: CN(CC1=CN=C2C(=N1)C(=NC(=N2)N)N)C3=CC=C(C=C3)C(=O)NC(CCC(=O)O)C(=O)O. Drug 2: COC1=NC(=NC2=C1N=CN2C3C(C(C(O3)CO)O)O)N. Cell line: SK-MEL-28. Synergy scores: CSS=-2.20, Synergy_ZIP=0.701, Synergy_Bliss=-0.368, Synergy_Loewe=-2.81, Synergy_HSA=-2.81.